From a dataset of Full USPTO retrosynthesis dataset with 1.9M reactions from patents (1976-2016). Predict the reactants needed to synthesize the given product. (1) Given the product [C:22]([CH2:2][C:3]([NH:5][C:6]1[CH:11]=[CH:10][CH:9]=[C:8]([C:12]2[CH:21]=[N:20][C:19]3[C:14](=[CH:15][CH:16]=[CH:17][CH:18]=3)[N:13]=2)[CH:7]=1)=[O:4])#[N:23], predict the reactants needed to synthesize it. The reactants are: Cl[CH2:2][C:3]([NH:5][C:6]1[CH:11]=[CH:10][CH:9]=[C:8]([C:12]2[CH:21]=[N:20][C:19]3[C:14](=[CH:15][CH:16]=[CH:17][CH:18]=3)[N:13]=2)[CH:7]=1)=[O:4].[C-:22]#[N:23].[Na+].O. (2) Given the product [F:1][C:2]1[CH:3]=[C:4]([CH:19]=[CH:20][C:21]=1[F:22])[CH2:5][NH:6][C:7]([C:9]1[CH:14]=[C:13]([NH:24][CH3:23])[N:12]2[N:16]=[CH:17][CH:18]=[C:11]2[N:10]=1)=[O:8], predict the reactants needed to synthesize it. The reactants are: [F:1][C:2]1[CH:3]=[C:4]([CH:19]=[CH:20][C:21]=1[F:22])[CH2:5][NH:6][C:7]([C:9]1[CH:14]=[C:13](Cl)[N:12]2[N:16]=[CH:17][CH:18]=[C:11]2[N:10]=1)=[O:8].[CH3:23][NH2:24]. (3) Given the product [Cl:12][C:8]1[C:7]([OH:13])=[CH:6][CH:5]=[C:4]2[C:9]=1[CH:10]=[N:11][C:2]([NH:14][C:15]1[CH:16]=[CH:17][C:18]([C:21]([N:23]3[CH2:24][CH2:25][O:26][CH2:27][CH2:28]3)=[O:22])=[CH:19][CH:20]=1)=[N:3]2, predict the reactants needed to synthesize it. The reactants are: Cl[C:2]1[N:11]=[CH:10][C:9]2[C:4](=[CH:5][CH:6]=[C:7]([OH:13])[C:8]=2[Cl:12])[N:3]=1.[NH2:14][C:15]1[CH:20]=[CH:19][C:18]([C:21]([N:23]2[CH2:28][CH2:27][O:26][CH2:25][CH2:24]2)=[O:22])=[CH:17][CH:16]=1. (4) Given the product [CH3:1][O:2][C:3](=[O:24])[C:4]1[CH:5]=[CH:6][CH2:10][C:11]([NH:13][C:14]([O:16][CH2:17][C:18]2[CH:19]=[CH:20][CH:21]=[CH:22][CH:23]=2)=[O:15])([CH2:32][OH:35])[CH:12]=1, predict the reactants needed to synthesize it. The reactants are: [CH3:1][O:2][C:3](=[O:24])[C:4]1[CH:12]=[C:11]([NH:13][C:14]([O:16][CH2:17][C:18]2[CH:23]=[CH:22][CH:21]=[CH:20][CH:19]=2)=[O:15])[CH:10]=[C:6](C(O)=O)[CH:5]=1.CCN(CC)CC.[CH:32]([O:35]C(Cl)=O)(C)C.[BH4-].[Na+]. (5) Given the product [CH3:17][C:18]1([CH3:38])[CH2:26][C:25]2[N:24]([CH2:27][O:28][CH2:29][CH2:30][Si:31]([CH3:33])([CH3:32])[CH3:34])[N:23]=[C:22]([C:35]([NH:16][C:14]3[CH:13]=[N:12][N:11]([CH:4]([C:5]4[CH:10]=[CH:9][CH:8]=[CH:7][CH:6]=4)[CH2:3][S:2][CH3:1])[CH:15]=3)=[O:36])[C:21]=2[CH2:20][CH2:19]1, predict the reactants needed to synthesize it. The reactants are: [CH3:1][S:2][CH2:3][CH:4]([N:11]1[CH:15]=[C:14]([NH2:16])[CH:13]=[N:12]1)[C:5]1[CH:10]=[CH:9][CH:8]=[CH:7][CH:6]=1.[CH3:17][C:18]1([CH3:38])[CH2:26][C:25]2[N:24]([CH2:27][O:28][CH2:29][CH2:30][Si:31]([CH3:34])([CH3:33])[CH3:32])[N:23]=[C:22]([C:35](O)=[O:36])[C:21]=2[CH2:20][CH2:19]1.CN(C(ON1N=NC2C=CC=NC1=2)=[N+](C)C)C.F[P-](F)(F)(F)(F)F.CCN(C(C)C)C(C)C. (6) Given the product [F:1][C:2]1[CH:7]=[CH:6][C:5]([N+:8]([O-:10])=[O:9])=[CH:4][C:3]=1[N:11]1[C:15](=[O:16])[N:14]([CH2:29][CH2:30][F:31])[N:13]=[N:12]1, predict the reactants needed to synthesize it. The reactants are: [F:1][C:2]1[CH:7]=[CH:6][C:5]([N+:8]([O-:10])=[O:9])=[CH:4][C:3]=1[N:11]1[C:15](=[O:16])[NH:14][N:13]=[N:12]1.CN(C=O)C.C([O-])([O-])=O.[K+].[K+].Br[CH2:29][CH2:30][F:31].